This data is from Forward reaction prediction with 1.9M reactions from USPTO patents (1976-2016). The task is: Predict the product of the given reaction. (1) Given the reactants C([C:4]1[C:9]2[CH:10]=[CH:11][N:12]([C:13]([C:15]3[C:23]([Cl:24])=[CH:22][C:18]([C:19]([OH:21])=O)=[CH:17][C:16]=3[Cl:25])=[O:14])[C:8]=2[CH:7]=[CH:6][N:5]=1)(=O)C.[N:26]1([CH2:32][CH2:33][CH2:34][NH2:35])[CH2:31][CH2:30][O:29][CH2:28][CH2:27]1, predict the reaction product. The product is: [C:13]([NH:12][C:4]1[C:9]2[CH:10]=[CH:11][N:12]([C:13]([C:15]3[C:16]([Cl:25])=[CH:17][C:18]([C:19]([NH:35][CH2:34][CH2:33][CH2:32][N:26]4[CH2:31][CH2:30][O:29][CH2:28][CH2:27]4)=[O:21])=[CH:22][C:23]=3[Cl:24])=[O:14])[C:8]=2[CH:7]=[CH:6][N:5]=1)(=[O:14])[CH3:15]. (2) Given the reactants [CH2:1]([O:4][C:5]1[CH:6]=[C:7]([OH:11])[CH:8]=[CH:9][CH:10]=1)[CH2:2][CH3:3].S(Cl)([Cl:15])(=O)=O, predict the reaction product. The product is: [Cl:15][C:10]1[CH:9]=[CH:8][C:7]([OH:11])=[CH:6][C:5]=1[O:4][CH2:1][CH2:2][CH3:3]. (3) Given the reactants Cl.[F:2][C:3]([F:21])([F:20])[O:4][C:5]1[CH:6]=[C:7]([CH:11]2[CH2:14][C:13]3([CH2:19][CH2:18][NH:17][CH2:16][CH2:15]3)[CH2:12]2)[CH:8]=[CH:9][CH:10]=1.C1([O:28][C:29](=O)[NH:30][C:31]2[O:35][N:34]=[C:33]([CH2:36][CH3:37])[C:32]=2[CH3:38])C=CC=CC=1, predict the reaction product. The product is: [CH2:36]([C:33]1[C:32]([CH3:38])=[C:31]([NH:30][C:29]([N:17]2[CH2:16][CH2:15][C:13]3([CH2:14][CH:11]([C:7]4[CH:8]=[CH:9][CH:10]=[C:5]([O:4][C:3]([F:2])([F:20])[F:21])[CH:6]=4)[CH2:12]3)[CH2:19][CH2:18]2)=[O:28])[O:35][N:34]=1)[CH3:37]. (4) Given the reactants Br[C:2]1[O:6][C:5]([CH:7]=[O:8])=[CH:4][CH:3]=1.[CH3:9][O:10][C:11]([C:13]1[CH:18]=[CH:17][C:16](B(O)O)=[CH:15][CH:14]=1)=[O:12].[F-].[K+].C(P(C(C)(C)C)C(C)(C)C)(C)(C)C.CCCCCC, predict the reaction product. The product is: [CH3:9][O:10][C:11](=[O:12])[C:13]1[CH:18]=[CH:17][C:16]([C:2]2[O:6][C:5]([CH:7]=[O:8])=[CH:4][CH:3]=2)=[CH:15][CH:14]=1. (5) The product is: [CH3:25][CH:26]1[NH:31][CH2:30][CH2:29][N:28]([CH2:22][C:17]2[CH:16]=[C:15]3[C:20]([CH:21]=[C:12]([C:10]4[N:11]=[C:7]([C:4]5[CH:5]=[CH:6][N:1]=[CH:2][CH:3]=5)[S:8][CH:9]=4)[C:13](=[O:24])[NH:14]3)=[CH:19][CH:18]=2)[CH2:27]1. Given the reactants [N:1]1[CH:6]=[CH:5][C:4]([C:7]2[S:8][CH:9]=[C:10]([C:12]3[C:13](=[O:24])[NH:14][C:15]4[C:20]([CH:21]=3)=[CH:19][CH:18]=[C:17]([CH:22]=O)[CH:16]=4)[N:11]=2)=[CH:3][CH:2]=1.[CH3:25][CH:26]1[NH:31][CH2:30][CH2:29][NH:28][CH2:27]1, predict the reaction product.